Predict the reactants needed to synthesize the given product. From a dataset of Full USPTO retrosynthesis dataset with 1.9M reactions from patents (1976-2016). (1) Given the product [ClH:28].[NH2:6][C@@H:7]([C:20]1[CH:21]=[CH:22][C:23]([F:26])=[CH:24][CH:25]=1)[C:8]1[CH:13]=[CH:12][C:11]([P:14]([CH3:19])(=[O:18])[O:15][CH2:16][CH3:17])=[CH:10][CH:9]=1, predict the reactants needed to synthesize it. The reactants are: CC(C)([S@@]([NH:6][C@@H:7]([C:20]1[CH:25]=[CH:24][C:23]([F:26])=[CH:22][CH:21]=1)[C:8]1[CH:13]=[CH:12][C:11]([P:14]([CH3:19])(=[O:18])[O:15][CH2:16][CH3:17])=[CH:10][CH:9]=1)=O)C.[ClH:28].O1CCOCC1. (2) The reactants are: [NH2:1][C:2]1[CH:11]=[CH:10][C:5]([C:6]([O:8][CH3:9])=[O:7])=[C:4]([CH3:12])[C:3]=1[N+:13]([O-])=O.C([O-])=O.[NH4+]. Given the product [NH2:13][C:3]1[C:4]([CH3:12])=[C:5]([CH:10]=[CH:11][C:2]=1[NH2:1])[C:6]([O:8][CH3:9])=[O:7], predict the reactants needed to synthesize it. (3) Given the product [Cl:1][C:2]1[CH:7]=[C:6]([NH:8][C:9]2[CH:10]=[CH:11][N:12]=[CH:13][N:14]=2)[C:5](=[O:21])[N:4]2[C:22]3([CH2:29][CH2:30][CH2:31][CH2:32][CH2:27]3)[N:23]([C:35]3[CH:36]=[N:37][CH:38]=[CH:39][CH:40]=3)[C:24](=[O:25])[C:3]=12, predict the reactants needed to synthesize it. The reactants are: [Cl:1][C:2]1[CH:7]=[C:6]([NH:8][C:9]2[N:14]=[CH:13][N:12]=[C:11](NC(C3CC3)=O)[CH:10]=2)[C:5](=[O:21])[N:4]2[C:22]([C:27]3[CH:32]=[CH:31][CH:30]=[C:29](F)C=3)(C)[NH:23][C:24](=[O:25])[C:3]=12.I[C:35]1[CH:36]=[N:37][CH:38]=[CH:39][CH:40]=1.C(=O)([O-])[O-].[Cs+].[Cs+].N1C2C(=CC=C3C=2N=CC=C3)C=CC=1.CC1(C)C2C(=C(P(C3C=CC=CC=3)C3C=CC=CC=3)C=CC=2)OC2C(P(C3C=CC=CC=3)C3C=CC=CC=3)=CC=CC1=2. (4) Given the product [C:1]([O:5][C:6](=[O:35])[CH2:7][O:8][C:9]1[C:18]2[CH2:17][CH2:16][CH2:15][C@@H:14]([N:19]([CH3:20])[S:21]([C:24]3[CH:29]=[C:28]([C:30]([F:32])([F:33])[F:31])[CH:27]=[C:26]([N:36]4[CH2:40][CH2:39][CH2:38][CH2:37]4)[CH:25]=3)(=[O:22])=[O:23])[C:13]=2[CH:12]=[CH:11][CH:10]=1)([CH3:2])([CH3:3])[CH3:4], predict the reactants needed to synthesize it. The reactants are: [C:1]([O:5][C:6](=[O:35])[CH2:7][O:8][C:9]1[C:18]2[CH2:17][CH2:16][CH2:15][C@@H:14]([N:19]([S:21]([C:24]3[CH:29]=[C:28]([C:30]([F:33])([F:32])[F:31])[CH:27]=[C:26](F)[CH:25]=3)(=[O:23])=[O:22])[CH3:20])[C:13]=2[CH:12]=[CH:11][CH:10]=1)([CH3:4])([CH3:3])[CH3:2].[NH:36]1[CH2:40][CH2:39][CH2:38][CH2:37]1.O. (5) Given the product [NH:31]1[CH2:32][CH2:33][CH:28]([C:24]2[CH:23]=[N:22][C:21]3[C:26]([N:25]=2)=[CH:27][C:18]([C:16]([C:15]2[CH:14]=[CH:13][C:12]([NH:11][C:10]([NH:9][C:5]4[CH:6]=[CH:7][CH:8]=[C:3]([C:2]([F:45])([F:44])[F:1])[CH:4]=4)=[O:43])=[CH:42][CH:41]=2)=[O:17])=[CH:19][CH:20]=3)[CH2:29][CH2:30]1, predict the reactants needed to synthesize it. The reactants are: [F:1][C:2]([F:45])([F:44])[C:3]1[CH:4]=[C:5]([NH:9][C:10](=[O:43])[NH:11][C:12]2[CH:42]=[CH:41][C:15]([C:16]([C:18]3[CH:27]=[C:26]4[C:21]([N:22]=[CH:23][C:24]([CH:28]5[CH2:33][CH2:32][N:31](C(OC(C)(C)C)=O)[CH2:30][CH2:29]5)=[N:25]4)=[CH:20][CH:19]=3)=[O:17])=[CH:14][CH:13]=2)[CH:6]=[CH:7][CH:8]=1.C(O)(C(F)(F)F)=O. (6) Given the product [N:1]1([C:10]([O:12][C:13]([CH3:16])([CH3:15])[CH3:14])=[O:11])[CH:5]2[CH2:6][NH:7][CH2:8][CH2:9][CH:4]2[CH2:3][CH2:2]1, predict the reactants needed to synthesize it. The reactants are: [N:1]1([C:10]([O:12][C:13]([CH3:16])([CH3:15])[CH3:14])=[O:11])[C:5]2=[CH:6][N:7]=[CH:8][CH:9]=[C:4]2[CH:3]=[CH:2]1.CCO. (7) Given the product [Cl:1][C:2]1[C:3]([N:9]2[C:13]([C:14]([Cl:24])=[O:15])=[CH:12][C:11]([O:17][CH2:18][C:19]#[CH:20])=[N:10]2)=[N:4][CH:5]=[C:6]([Cl:8])[CH:7]=1, predict the reactants needed to synthesize it. The reactants are: [Cl:1][C:2]1[C:3]([N:9]2[C:13]([C:14](O)=[O:15])=[CH:12][C:11]([O:17][CH2:18][C:19]#[CH:20])=[N:10]2)=[N:4][CH:5]=[C:6]([Cl:8])[CH:7]=1.C(Cl)(=O)C([Cl:24])=O.